Dataset: Reaction yield outcomes from USPTO patents with 853,638 reactions. Task: Predict the reaction yield, written as a fraction of the theoretical maximum amount of product (1.0 means a 100% yield; for example, 0.34 means a 34% yield). (1) The product is [Cl:10][C:11]1[N:16]=[C:15]([NH:9][C:6]2[CH:5]=[C:4]([CH:1]3[CH2:3][CH2:2]3)[NH:8][N:7]=2)[C:14]([N+:18]([O-:20])=[O:19])=[C:13]([CH3:21])[N:12]=1. The catalyst is CCCCO.CCCCCC. The yield is 0.960. The reactants are [CH:1]1([C:4]2[NH:8][N:7]=[C:6]([NH2:9])[CH:5]=2)[CH2:3][CH2:2]1.[Cl:10][C:11]1[N:16]=[C:15](Cl)[C:14]([N+:18]([O-:20])=[O:19])=[C:13]([CH3:21])[N:12]=1.CCN(C(C)C)C(C)C. (2) The reactants are [CH3:1][C:2]1([CH3:27])[CH2:11][C:10]2[C:5](=[CH:6][CH:7]=[C:8]([C:12]([O:14]C)=[O:13])[CH:9]=2)[NH:4][CH:3]1[C:16]1[CH:21]=[CH:20][CH:19]=[CH:18][C:17]=1[NH:22][S:23]([CH3:26])(=[O:25])=[O:24].[OH-].[Na+]. The catalyst is O1CCCC1.CO. The yield is 0.863. The product is [CH3:1][C:2]1([CH3:27])[CH2:11][C:10]2[C:5](=[CH:6][CH:7]=[C:8]([C:12]([OH:14])=[O:13])[CH:9]=2)[NH:4][CH:3]1[C:16]1[CH:21]=[CH:20][CH:19]=[CH:18][C:17]=1[NH:22][S:23]([CH3:26])(=[O:25])=[O:24]. (3) The reactants are [Mg].[F:2][C:3]([O:7][C:8]1[CH:9]=[C:10](Br)[CH:11]=[CH:12][CH:13]=1)=[C:4]([F:6])[F:5].[CH2:15]([O:17][Si:18]([O:23][CH2:24][CH3:25])([O:20][CH2:21][CH3:22])Cl)[CH3:16].C(=O)=O. The catalyst is CCCCCCC.C(#N)C.O1CCCC1. The product is [F:2][C:3]([O:7][C:8]1[CH:9]=[C:10]([Si:18]([O:23][CH2:24][CH3:25])([O:20][CH2:21][CH3:22])[O:17][CH2:15][CH3:16])[CH:11]=[CH:12][CH:13]=1)=[C:4]([F:6])[F:5]. The yield is 0.800.